From a dataset of Catalyst prediction with 721,799 reactions and 888 catalyst types from USPTO. Predict which catalyst facilitates the given reaction. (1) Reactant: [NH2:1][C:2]1[CH:7]=[C:6]([C:8](=[O:15])[C:9]2[CH:14]=[CH:13][CH:12]=[CH:11][CH:10]=2)[CH:5]=[CH:4][C:3]=1[N:16]1[CH2:21][CH2:20][CH:19]([NH:22][C:23](=[O:29])[O:24][C:25]([CH3:28])([CH3:27])[CH3:26])[CH2:18][CH2:17]1.[NH2:30][C:31]1[C:32]([C:38](O)=[O:39])=[N:33][C:34]([Br:37])=[CH:35][N:36]=1. Product: [NH2:30][C:31]1[C:32]([C:38]([NH:1][C:2]2[CH:7]=[C:6]([C:8](=[O:15])[C:9]3[CH:10]=[CH:11][CH:12]=[CH:13][CH:14]=3)[CH:5]=[CH:4][C:3]=2[N:16]2[CH2:17][CH2:18][CH:19]([NH:22][C:23](=[O:29])[O:24][C:25]([CH3:26])([CH3:28])[CH3:27])[CH2:20][CH2:21]2)=[O:39])=[N:33][C:34]([Br:37])=[CH:35][N:36]=1. The catalyst class is: 10. (2) Reactant: [CH3:1][O:2][C:3]1[CH:8]=[CH:7][C:6]([C:9]2[CH:14]=[CH:13][C:12]([C:15]([NH:17][C@H:18]([C:27]([O:29][CH3:30])=[O:28])[CH2:19][C:20]([O:22]C(C)(C)C)=[O:21])=[O:16])=[C:11]([NH:31][C:32]([NH:34][C:35]3[C:40]([CH3:41])=[CH:39][C:38]([CH3:42])=[CH:37][C:36]=3[CH3:43])=[O:33])[CH:10]=2)=[CH:5][CH:4]=1.C(O)(C(F)(F)F)=O. Product: [CH3:30][O:29][C:27](=[O:28])[C@@H:18]([NH:17][C:15]([C:12]1[CH:13]=[CH:14][C:9]([C:6]2[CH:5]=[CH:4][C:3]([O:2][CH3:1])=[CH:8][CH:7]=2)=[CH:10][C:11]=1[NH:31][C:32]([NH:34][C:35]1[C:36]([CH3:43])=[CH:37][C:38]([CH3:42])=[CH:39][C:40]=1[CH3:41])=[O:33])=[O:16])[CH2:19][C:20]([OH:22])=[O:21]. The catalyst class is: 2. (3) Reactant: [F:1][C:2]1[CH:7]=[CH:6][C:5]([CH2:8][C:9]([OH:11])=O)=[CH:4][CH:3]=1.C(Cl)(=O)C([Cl:15])=O. Product: [F:1][C:2]1[CH:7]=[CH:6][C:5]([CH2:8][C:9]([Cl:15])=[O:11])=[CH:4][CH:3]=1. The catalyst class is: 198. (4) Reactant: C(OC([N:8]1[CH2:12][C@H:11]([S:13][CH2:14][C:15]2[CH:20]=[CH:19][C:18]([O:21][CH3:22])=[CH:17][CH:16]=2)[CH2:10][C@H:9]1[CH2:23][N:24]([CH2:34][C:35]([O:37][C:38]([CH3:41])([CH3:40])[CH3:39])=[O:36])[CH2:25][C:26]1[CH:31]=[C:30]([F:32])[CH:29]=[CH:28][C:27]=1[F:33])=O)(C)(C)C.Cl. Product: [C:38]([O:37][C:35](=[O:36])[CH2:34][N:24]([CH2:25][C:26]1[CH:31]=[C:30]([F:32])[CH:29]=[CH:28][C:27]=1[F:33])[CH2:23][C@@H:9]1[CH2:10][C@@H:11]([S:13][CH2:14][C:15]2[CH:20]=[CH:19][C:18]([O:21][CH3:22])=[CH:17][CH:16]=2)[CH2:12][NH:8]1)([CH3:41])([CH3:39])[CH3:40]. The catalyst class is: 25. (5) Reactant: [Cl:1][C:2]1[CH:7]=[CH:6][CH:5]=[C:4]([F:8])[C:3]=1[N:9]1[CH:18]=[C:12]2[CH:13]=[N:14][CH:15]=[C:16]([F:17])[C:11]2=[N:10]1.ClC1C=CC=C(C(OO)=[O:27])C=1. Product: [Cl:1][C:2]1[CH:7]=[CH:6][CH:5]=[C:4]([F:8])[C:3]=1[N:9]1[CH:18]=[C:12]2[CH:13]=[N+:14]([O-:27])[CH:15]=[C:16]([F:17])[C:11]2=[N:10]1. The catalyst class is: 2. (6) Reactant: Br[C:2]1[CH:7]=[C:6]([CH3:8])[C:5]([N+:9]([O-:11])=[O:10])=[CH:4][N:3]=1.C([O-])([O-])=O.[Na+].[Na+].[N:18]1[CH:23]=[CH:22][CH:21]=[C:20](B(O)O)[CH:19]=1. Product: [CH3:8][C:6]1[C:5]([N+:9]([O-:11])=[O:10])=[CH:4][N:3]=[C:2]([C:20]2[CH:19]=[N:18][CH:23]=[CH:22][CH:21]=2)[CH:7]=1. The catalyst class is: 151. (7) Reactant: C1C=C[NH+]=CC=1.[O-:7][Cr](Cl)(=O)=O.[CH3:12][S:13][C:14]1[CH:19]=[CH:18][C:17]([C:20]2(O)[CH2:24][CH2:23][CH:22]=[C:21]2[C:25]2[CH:30]=[CH:29][C:28]([F:31])=[CH:27][CH:26]=2)=[CH:16][CH:15]=1. Product: [F:31][C:28]1[CH:29]=[CH:30][C:25]([C:21]2[C:22](=[O:7])[CH2:23][CH2:24][C:20]=2[C:17]2[CH:18]=[CH:19][C:14]([S:13][CH3:12])=[CH:15][CH:16]=2)=[CH:26][CH:27]=1. The catalyst class is: 158. (8) Reactant: C([N:8]1[C@@H:13]2[C@H:14]([C:16]3[NH:17][CH:18]=[C:19]([S:21][CH3:22])[CH:20]=3)[CH2:15][C@@:9]1([C:39]1[CH:44]=[CH:43][CH:42]=[CH:41][CH:40]=1)[C@H:10]([O:23][CH2:24][C:25]1[CH:30]=[C:29]([C:31]([F:34])([F:33])[F:32])[CH:28]=[C:27]([C:35]([F:38])([F:37])[F:36])[CH:26]=1)[CH2:11][CH2:12]2)C1C=CC=CC=1.Cl. Product: [F:38][C:35]([F:36])([F:37])[C:27]1[CH:26]=[C:25]([CH2:24][O:23][C@@H:10]2[CH2:11][CH2:12][C@@H:13]3[NH:8][C@@:9]2([C:39]2[CH:40]=[CH:41][CH:42]=[CH:43][CH:44]=2)[CH2:15][C@H:14]3[C:16]2[NH:17][CH:18]=[C:19]([S:21][CH3:22])[CH:20]=2)[CH:30]=[C:29]([C:31]([F:34])([F:32])[F:33])[CH:28]=1. The catalyst class is: 27.